From a dataset of Full USPTO retrosynthesis dataset with 1.9M reactions from patents (1976-2016). Predict the reactants needed to synthesize the given product. (1) Given the product [CH2:14]([O:21][C:22]1[CH:49]=[CH:48][C:47]([N:5]2[CH2:6][CH2:7][N:2]([CH3:1])[CH2:3][CH2:4]2)=[CH:46][C:23]=1[C:24]([NH:26][C:27]1[CH:39]=[C:38]([C:40]2[CH:45]=[CH:44][CH:43]=[CH:42][CH:41]=2)[CH:37]=[CH:36][C:28]=1[C:29]([O:31][C:32]([CH3:35])([CH3:34])[CH3:33])=[O:30])=[O:25])[C:15]1[CH:20]=[CH:19][CH:18]=[CH:17][CH:16]=1, predict the reactants needed to synthesize it. The reactants are: [CH3:1][N:2]1[CH2:7][CH2:6][NH:5][CH2:4][CH2:3]1.C(=O)([O-])[O-].[Cs+].[Cs+].[CH2:14]([O:21][C:22]1[CH:49]=[CH:48][C:47](Br)=[CH:46][C:23]=1[C:24]([NH:26][C:27]1[CH:39]=[C:38]([C:40]2[CH:45]=[CH:44][CH:43]=[CH:42][CH:41]=2)[CH:37]=[CH:36][C:28]=1[C:29]([O:31][C:32]([CH3:35])([CH3:34])[CH3:33])=[O:30])=[O:25])[C:15]1[CH:20]=[CH:19][CH:18]=[CH:17][CH:16]=1. (2) Given the product [OH:3][C:1]1[CH:2]=[CH:15][N:14]=[C:9]([C:10]([F:12])([F:13])[F:11])[C:4]=1[C:5]([O:7][CH3:8])=[O:6], predict the reactants needed to synthesize it. The reactants are: [C:1]([C:4](=[C:9]([NH2:14])[C:10]([F:13])([F:12])[F:11])[C:5]([O:7][CH3:8])=[O:6])(=[O:3])[CH3:2].[C:15](OC(=O)C)(=O)C.C(OC)(OC)OC.[H-].[Na+]. (3) The reactants are: [CH3:1][C:2]1[CH:10]=[C:9]([CH2:11][O:12][C:13]2[CH:18]=[CH:17][CH:16]=[CH:15][CH:14]=2)[CH:8]=[CH:7][C:3]=1[C:4]([OH:6])=O.C(N(CC)CC)C.[NH2:26][CH2:27][C:28]1[C:29]([OH:36])=[N:30][C:31]([CH3:35])=[CH:32][C:33]=1[CH3:34]. Given the product [OH:36][C:29]1[C:28]([CH2:27][NH:26][C:4](=[O:6])[C:3]2[CH:7]=[CH:8][C:9]([CH2:11][O:12][C:13]3[CH:18]=[CH:17][CH:16]=[CH:15][CH:14]=3)=[CH:10][C:2]=2[CH3:1])=[C:33]([CH3:34])[CH:32]=[C:31]([CH3:35])[N:30]=1, predict the reactants needed to synthesize it. (4) Given the product [Br:1][C:2]1[CH:3]=[C:4]2[C:5](=[CH:9][CH:10]=1)[C:6](=[O:8])[O:14][C:12](=[O:13])[CH2:11]2, predict the reactants needed to synthesize it. The reactants are: [Br:1][C:2]1[CH:10]=[CH:9][C:5]([C:6]([OH:8])=O)=[C:4]([CH2:11][C:12]([OH:14])=[O:13])[CH:3]=1.C(Cl)(=O)C. (5) Given the product [CH:1]1([C:7]2[C:16]3[C:11](=[CH:12][CH:13]=[CH:14][CH:15]=3)[N:10]=[C:9]([CH3:17])[C:8]=2[CH:18]([OH:24])[C:19]([O:21][CH2:22][CH3:23])=[O:20])[CH2:2][CH2:3][CH2:4][CH2:5][CH2:6]1, predict the reactants needed to synthesize it. The reactants are: [CH:1]1([C:7]2[C:16]3[C:11](=[CH:12][CH:13]=[CH:14][CH:15]=3)[N:10]=[C:9]([CH3:17])[C:8]=2[C:18](=[O:24])[C:19]([O:21][CH2:22][CH3:23])=[O:20])[CH2:6][CH2:5][CH2:4][CH2:3][CH2:2]1.[BH4-].[Na+]. (6) The reactants are: Br[C:2]1[CH:3]=[C:4]2[C:8](=[CH:9][CH:10]=1)[N:7]([CH:11]1[CH2:16][CH2:15][CH2:14][CH2:13][O:12]1)[N:6]=[C:5]2[C:17]1[CH:22]=[CH:21][C:20]([F:23])=[CH:19][CH:18]=1.C([Li])CCC.CCCCCC.[C:35]1([CH2:41][CH:42]=[O:43])[CH:40]=[CH:39][CH:38]=[CH:37][CH:36]=1. Given the product [F:23][C:20]1[CH:21]=[CH:22][C:17]([C:5]2[C:4]3[C:8](=[CH:9][CH:10]=[C:2]([CH:42]([OH:43])[CH2:41][C:35]4[CH:40]=[CH:39][CH:38]=[CH:37][CH:36]=4)[CH:3]=3)[N:7]([CH:11]3[CH2:16][CH2:15][CH2:14][CH2:13][O:12]3)[N:6]=2)=[CH:18][CH:19]=1, predict the reactants needed to synthesize it. (7) Given the product [F:15][C:16]1[CH:17]=[C:18]([C:31]2[CH:36]=[C:35]([F:37])[CH:34]=[CH:33][C:32]=2[O:38][C@@H:40]([CH3:42])[C:39]([O:44][C:45]([CH3:48])([CH3:47])[CH3:46])=[O:43])[CH:19]=[CH:20][C:21]=1[S:22]([C:25]1[CH:26]=[CH:27][CH:28]=[CH:29][CH:30]=1)(=[O:24])=[O:23], predict the reactants needed to synthesize it. The reactants are: N(C(OC(C)C)=O)=NC(OC(C)C)=O.[F:15][C:16]1[CH:17]=[C:18]([C:31]2[C:32]([OH:38])=[CH:33][CH:34]=[C:35]([F:37])[CH:36]=2)[CH:19]=[CH:20][C:21]=1[S:22]([C:25]1[CH:30]=[CH:29][CH:28]=[CH:27][CH:26]=1)(=[O:24])=[O:23].[C:39]([O:44][C:45]([CH3:48])([CH3:47])[CH3:46])(=[O:43])[C@@H:40]([CH3:42])O.C1(P(C2C=CC=CC=2)C2C=CC=CC=2)C=CC=CC=1.